From a dataset of Forward reaction prediction with 1.9M reactions from USPTO patents (1976-2016). Predict the product of the given reaction. (1) Given the reactants [Br:1][C:2]1[CH:3]=[C:4]2[C:9](=[C:10]([Br:12])[CH:11]=1)[NH:8][CH:7]([C:13]1[CH:18]=[CH:17][CH:16]=[CH:15][CH:14]=1)[CH2:6][C:5]2=[O:19].[N:20]1[CH:25]=[CH:24][C:23]([CH:26]=O)=[CH:22][CH:21]=1.N1CCCCC1, predict the reaction product. The product is: [Br:1][C:2]1[CH:3]=[C:4]2[C:9](=[C:10]([Br:12])[CH:11]=1)[NH:8][C:7]([C:13]1[CH:18]=[CH:17][CH:16]=[CH:15][CH:14]=1)=[C:6]([CH2:26][C:23]1[CH:24]=[CH:25][N:20]=[CH:21][CH:22]=1)[C:5]2=[O:19]. (2) Given the reactants Br[CH2:2][CH2:3][CH2:4][CH2:5][CH2:6][C:7]([OH:9])=[O:8].[N-:10]=[N+:11]=[N-:12].[Na+], predict the reaction product. The product is: [N:10]([CH2:2][CH2:3][CH2:4][CH2:5][CH2:6][C:7]([OH:9])=[O:8])=[N+:11]=[N-:12]. (3) Given the reactants S(=O)(=O)(O)O.[CH3:6][O:7][C:8]([C:10]1[CH:19]=[C:18]([NH:20]S(C2C=CC(C)=CC=2)(=O)=O)[C:17]2[C:12](=[C:13]([OH:31])[CH:14]=[CH:15][CH:16]=2)[N:11]=1)=[O:9].C(=O)(O)[O-].[Na+], predict the reaction product. The product is: [CH3:6][O:7][C:8]([C:10]1[CH:19]=[C:18]([NH2:20])[C:17]2[C:12](=[C:13]([OH:31])[CH:14]=[CH:15][CH:16]=2)[N:11]=1)=[O:9].